From a dataset of Reaction yield outcomes from USPTO patents with 853,638 reactions. Predict the reaction yield, written as a fraction of the theoretical maximum amount of product (1.0 means a 100% yield; for example, 0.34 means a 34% yield). (1) The reactants are [C:1]([C:3]1[CH:4]=[C:5]([CH2:14][C:15]2[CH:16]=[C:17]([CH:22]=[CH:23][N:24]=2)[C:18](OC)=[O:19])[CH:6]=[C:7]2[C:12]=1[N:11]=[CH:10][C:9]([CH3:13])=[CH:8]2)#[N:2].O[Li].O.Cl.[NH2:29][CH2:30][C:31]1[C:32]([CH3:39])=[CH:33][C:34]([NH2:38])=[N:35][C:36]=1[CH3:37].C1C=CC2N(O)N=NC=2C=1.CCN=C=NCCCN(C)C.CCN(CC)CC. The catalyst is C1COCC1.CN(C=O)C.O. The product is [NH2:38][C:34]1[N:35]=[C:36]([CH3:37])[C:31]([CH2:30][NH:29][C:18](=[O:19])[C:17]2[CH:22]=[CH:23][N:24]=[C:15]([CH2:14][C:5]3[CH:6]=[C:7]4[C:12](=[C:3]([C:1]#[N:2])[CH:4]=3)[N:11]=[CH:10][C:9]([CH3:13])=[CH:8]4)[CH:16]=2)=[C:32]([CH3:39])[CH:33]=1. The yield is 0.210. (2) The reactants are [Cl:1][C:2]1[S:6][C:5]([S:7]([N:10](COCC[Si](C)(C)C)[C:11]2[C:19]3[C:14](=[CH:15][CH:16]=[CH:17][C:18]=3[O:20][CH3:21])[N:13]([CH2:22][C:23]3[CH:35]=[CH:34][C:26]([C:27]([N:29]([CH2:32][CH3:33])[CH2:30][CH3:31])=[O:28])=[CH:25][CH:24]=3)[N:12]=2)(=[O:9])=[O:8])=[CH:4][CH:3]=1.C(O)(C(F)(F)F)=O. The catalyst is ClCCl. The product is [Cl:1][C:2]1[S:6][C:5]([S:7]([NH:10][C:11]2[C:19]3[C:14](=[CH:15][CH:16]=[CH:17][C:18]=3[O:20][CH3:21])[N:13]([CH2:22][C:23]3[CH:35]=[CH:34][C:26]([C:27]([N:29]([CH2:32][CH3:33])[CH2:30][CH3:31])=[O:28])=[CH:25][CH:24]=3)[N:12]=2)(=[O:8])=[O:9])=[CH:4][CH:3]=1. The yield is 0.0300. (3) The reactants are C(O[C:4]([C:6]1[C:7]([O:18][CH3:19])=[N:8][C:9]2[C:14]([C:15]=1[CH3:16])=[CH:13][CH:12]=[C:11]([F:17])[CH:10]=2)=[O:5])C.C[Al](C)C.[F:24][C:25]1[CH:32]=[CH:31][C:28]([CH2:29][NH2:30])=[CH:27][CH:26]=1.CCOC(C)=O.CCCCCC. The catalyst is C1(C)C=CC=CC=1. The product is [F:17][C:11]1[CH:10]=[C:9]2[C:14]([C:15]([CH3:16])=[C:6]([C:4]([NH:30][CH2:29][C:28]3[CH:31]=[CH:32][C:25]([F:24])=[CH:26][CH:27]=3)=[O:5])[C:7]([O:18][CH3:19])=[N:8]2)=[CH:13][CH:12]=1. The yield is 0.310.